Dataset: Reaction yield outcomes from USPTO patents with 853,638 reactions. Task: Predict the reaction yield, written as a fraction of the theoretical maximum amount of product (1.0 means a 100% yield; for example, 0.34 means a 34% yield). (1) The reactants are Cl[C:2]1[CH:7]=[C:6]([C:8]#[N:9])[CH:5]=[CH:4][N:3]=1.[CH3:10][C:11]([O:14][C:15]([N:17]1[CH2:22][CH2:21][CH:20]([CH2:23][C:24]2[CH:25]=[C:26](B(O)O)[CH:27]=[CH:28][CH:29]=2)[CH2:19][CH2:18]1)=[O:16])([CH3:13])[CH3:12].C([O-])([O-])=O.[K+].[K+]. The catalyst is O1CCOCC1.O.C1C=CC([P]([Pd]([P](C2C=CC=CC=2)(C2C=CC=CC=2)C2C=CC=CC=2)([P](C2C=CC=CC=2)(C2C=CC=CC=2)C2C=CC=CC=2)[P](C2C=CC=CC=2)(C2C=CC=CC=2)C2C=CC=CC=2)(C2C=CC=CC=2)C2C=CC=CC=2)=CC=1. The product is [C:8]([C:6]1[CH:5]=[CH:4][N:3]=[C:2]([C:26]2[CH:25]=[C:24]([CH2:23][CH:20]3[CH2:19][CH2:18][N:17]([C:15]([O:14][C:11]([CH3:13])([CH3:12])[CH3:10])=[O:16])[CH2:22][CH2:21]3)[CH:29]=[CH:28][CH:27]=2)[CH:7]=1)#[N:9]. The yield is 0.570. (2) The reactants are [Cl:1][C:2]1[CH:3]=[C:4]([CH:7]=[C:8]([O:10]C)[CH:9]=1)[CH:5]=[O:6].B(Br)(Br)Br.O. The catalyst is C(Cl)Cl. The product is [Cl:1][C:2]1[CH:3]=[C:4]([CH:7]=[C:8]([OH:10])[CH:9]=1)[CH:5]=[O:6]. The yield is 0.250.